From a dataset of Forward reaction prediction with 1.9M reactions from USPTO patents (1976-2016). Predict the product of the given reaction. Given the reactants [Br:1][C:2]1[C:3](Cl)=[N:4][CH:5]=[C:6]([CH3:8])[CH:7]=1.[CH3:10][O-:11].[Na+], predict the reaction product. The product is: [Br:1][C:2]1[C:3]([O:11][CH3:10])=[N:4][CH:5]=[C:6]([CH3:8])[CH:7]=1.